Dataset: Forward reaction prediction with 1.9M reactions from USPTO patents (1976-2016). Task: Predict the product of the given reaction. (1) Given the reactants Br[C:2]1[CH:3]=[C:4]([C:12]2[N:13]=[C:14]3[CH:19]=[CH:18][C:17]([O:20][CH2:21][CH3:22])=[N:16][N:15]3[CH:23]=2)[CH:5]=[CH:6][C:7]=1[C:8]([F:11])([F:10])[F:9].[Br-].[N:25]1[CH:30]=[CH:29][CH:28]=[CH:27][C:26]=1[Zn+], predict the reaction product. The product is: [CH2:21]([O:20][C:17]1[CH:18]=[CH:19][C:14]2[N:15]([CH:23]=[C:12]([C:4]3[CH:5]=[CH:6][C:7]([C:8]([F:11])([F:10])[F:9])=[C:2]([C:26]4[CH:27]=[CH:28][CH:29]=[CH:30][N:25]=4)[CH:3]=3)[N:13]=2)[N:16]=1)[CH3:22]. (2) Given the reactants [NH2:1][CH2:2][C:3]1[CH:15]=[C:14]2[C:6]([C:7]3[C:8]([Br:19])=[CH:9][CH:10]=[C:11]([C:16]([NH2:18])=[O:17])[C:12]=3[NH:13]2)=[CH:5][CH:4]=1.[CH3:20][S:21](Cl)(=[O:23])=[O:22], predict the reaction product. The product is: [Br:19][C:8]1[C:7]2[C:6]3[C:14](=[CH:15][C:3]([CH2:2][NH:1][S:21]([CH3:20])(=[O:23])=[O:22])=[CH:4][CH:5]=3)[NH:13][C:12]=2[C:11]([C:16]([NH2:18])=[O:17])=[CH:10][CH:9]=1. (3) The product is: [CH2:14]([O:13][CH2:12][CH2:11][O:10][C:8](=[O:9])[NH:7][C@H:3]1[C:4](=[O:6])[O:5][C@H:2]1[CH3:22])[CH2:15][C:16]1[CH:21]=[CH:20][CH:19]=[CH:18][CH:17]=1. Given the reactants O[C@@H:2]([CH3:22])[C@@H:3]([NH:7][C:8]([O:10][CH2:11][CH2:12][O:13][CH2:14][CH2:15][C:16]1[CH:21]=[CH:20][CH:19]=[CH:18][CH:17]=1)=[O:9])[C:4]([OH:6])=[O:5].CCN(CC)CC.CN(C(ON1N=NC2C=CC=CC1=2)=[N+](C)C)C.[B-](F)(F)(F)F, predict the reaction product. (4) Given the reactants [CH3:1][O:2][C:3]1[CH:4]=[C:5]([N:26]2[CH2:31][CH2:30][N:29](C(OC(C)(C)C)=O)[CH2:28][CH2:27]2)[CH:6]=[CH:7][C:8]=1[NH:9][C:10]([C:12]1[C:16]2[C:17](=[O:25])[CH2:18][C:19]([CH2:22][O:23][CH3:24])([CH3:21])[CH2:20][C:15]=2[O:14][CH:13]=1)=[O:11], predict the reaction product. The product is: [CH3:24][O:23][CH2:22][C:19]1([CH3:21])[CH2:18][C:17](=[O:25])[C:16]2[C:12]([C:10]([NH:9][C:8]3[CH:7]=[CH:6][C:5]([N:26]4[CH2:31][CH2:30][NH:29][CH2:28][CH2:27]4)=[CH:4][C:3]=3[O:2][CH3:1])=[O:11])=[CH:13][O:14][C:15]=2[CH2:20]1.